Dataset: Peptide-MHC class I binding affinity with 185,985 pairs from IEDB/IMGT. Task: Regression. Given a peptide amino acid sequence and an MHC pseudo amino acid sequence, predict their binding affinity value. This is MHC class I binding data. (1) The peptide sequence is SFFMNRFYI. The MHC is HLA-A23:01 with pseudo-sequence HLA-A23:01. The binding affinity (normalized) is 0.778. (2) The peptide sequence is DMRKRIEAF. The MHC is HLA-B18:01 with pseudo-sequence HLA-B18:01. The binding affinity (normalized) is 0.703. (3) The peptide sequence is SAKNSWLNL. The binding affinity (normalized) is 1.00. The MHC is HLA-A30:01 with pseudo-sequence HLA-A30:01. (4) The peptide sequence is IEELREHLL. The MHC is HLA-B18:01 with pseudo-sequence HLA-B18:01. The binding affinity (normalized) is 0.00643. (5) The peptide sequence is QEGKPLEATVI. The MHC is Mamu-A11 with pseudo-sequence Mamu-A11. The binding affinity (normalized) is 0.400. (6) The peptide sequence is EKLKSLFNTI. The MHC is HLA-A02:06 with pseudo-sequence HLA-A02:06. The binding affinity (normalized) is 0.936. (7) The binding affinity (normalized) is 0. The peptide sequence is CPFLFLMLL. The MHC is HLA-B07:02 with pseudo-sequence HLA-B07:02.